Dataset: NCI-60 drug combinations with 297,098 pairs across 59 cell lines. Task: Regression. Given two drug SMILES strings and cell line genomic features, predict the synergy score measuring deviation from expected non-interaction effect. (1) Drug 1: CN(CC1=CN=C2C(=N1)C(=NC(=N2)N)N)C3=CC=C(C=C3)C(=O)NC(CCC(=O)O)C(=O)O. Drug 2: C1C(C(OC1N2C=C(C(=O)NC2=O)F)CO)O. Cell line: CAKI-1. Synergy scores: CSS=46.1, Synergy_ZIP=-2.45, Synergy_Bliss=-1.25, Synergy_Loewe=-11.3, Synergy_HSA=-5.14. (2) Drug 1: CC(CN1CC(=O)NC(=O)C1)N2CC(=O)NC(=O)C2. Drug 2: CC1=CC2C(CCC3(C2CCC3(C(=O)C)OC(=O)C)C)C4(C1=CC(=O)CC4)C. Cell line: SW-620. Synergy scores: CSS=36.4, Synergy_ZIP=2.16, Synergy_Bliss=1.72, Synergy_Loewe=-6.35, Synergy_HSA=-0.471. (3) Drug 1: C1CN1C2=NC(=NC(=N2)N3CC3)N4CC4. Drug 2: CC1C(C(CC(O1)OC2CC(OC(C2O)C)OC3=CC4=CC5=C(C(=O)C(C(C5)C(C(=O)C(C(C)O)O)OC)OC6CC(C(C(O6)C)O)OC7CC(C(C(O7)C)O)OC8CC(C(C(O8)C)O)(C)O)C(=C4C(=C3C)O)O)O)O. Cell line: M14. Synergy scores: CSS=36.0, Synergy_ZIP=1.55, Synergy_Bliss=1.78, Synergy_Loewe=-9.95, Synergy_HSA=-1.44. (4) Drug 1: CC1=C(C=C(C=C1)C(=O)NC2=CC(=CC(=C2)C(F)(F)F)N3C=C(N=C3)C)NC4=NC=CC(=N4)C5=CN=CC=C5. Drug 2: C1=CC=C(C=C1)NC(=O)CCCCCCC(=O)NO. Cell line: TK-10. Synergy scores: CSS=-4.50, Synergy_ZIP=0.251, Synergy_Bliss=0.946, Synergy_Loewe=-21.4, Synergy_HSA=-12.3. (5) Drug 1: COC1=CC(=CC(=C1O)OC)C2C3C(COC3=O)C(C4=CC5=C(C=C24)OCO5)OC6C(C(C7C(O6)COC(O7)C8=CC=CS8)O)O. Drug 2: C1=CC(=CC=C1CCCC(=O)O)N(CCCl)CCCl. Cell line: MDA-MB-231. Synergy scores: CSS=39.9, Synergy_ZIP=-10.6, Synergy_Bliss=-4.49, Synergy_Loewe=-6.51, Synergy_HSA=2.11. (6) Drug 1: C1=NC2=C(N1)C(=S)N=C(N2)N. Drug 2: C1CN(P(=O)(OC1)NCCCl)CCCl. Cell line: MDA-MB-435. Synergy scores: CSS=3.88, Synergy_ZIP=-7.10, Synergy_Bliss=-6.04, Synergy_Loewe=-26.4, Synergy_HSA=-6.76. (7) Drug 1: CN1CCC(CC1)COC2=C(C=C3C(=C2)N=CN=C3NC4=C(C=C(C=C4)Br)F)OC. Drug 2: C1CC(=O)NC(=O)C1N2C(=O)C3=CC=CC=C3C2=O. Cell line: HCT-15. Synergy scores: CSS=10.5, Synergy_ZIP=-0.692, Synergy_Bliss=3.06, Synergy_Loewe=-7.20, Synergy_HSA=2.61. (8) Drug 1: C1C(C(OC1N2C=NC3=C(N=C(N=C32)Cl)N)CO)O. Drug 2: COC1=NC(=NC2=C1N=CN2C3C(C(C(O3)CO)O)O)N. Cell line: T-47D. Synergy scores: CSS=1.67, Synergy_ZIP=-2.10, Synergy_Bliss=-2.90, Synergy_Loewe=-13.3, Synergy_HSA=-3.38. (9) Drug 1: CN1CCC(CC1)COC2=C(C=C3C(=C2)N=CN=C3NC4=C(C=C(C=C4)Br)F)OC. Drug 2: CC1C(C(CC(O1)OC2CC(CC3=C2C(=C4C(=C3O)C(=O)C5=C(C4=O)C(=CC=C5)OC)O)(C(=O)C)O)N)O.Cl. Cell line: HT29. Synergy scores: CSS=34.7, Synergy_ZIP=7.19, Synergy_Bliss=10.5, Synergy_Loewe=-2.87, Synergy_HSA=8.92.